This data is from HIV replication inhibition screening data with 41,000+ compounds from the AIDS Antiviral Screen. The task is: Binary Classification. Given a drug SMILES string, predict its activity (active/inactive) in a high-throughput screening assay against a specified biological target. (1) The compound is Cc1ccc(NC(Sc2ccccc2)=C(C(Cl)=C(Cl)Cl)[N+](=O)[O-])c(C)c1. The result is 0 (inactive). (2) The molecule is Cc1cn(C2CC3C(COC(CCCC[Se]c4ccccc4)N3O)O2)c(=O)[nH]c1=O. The result is 1 (active).